Dataset: Full USPTO retrosynthesis dataset with 1.9M reactions from patents (1976-2016). Task: Predict the reactants needed to synthesize the given product. Given the product [CH3:32][CH:23]1[CH2:24][CH2:25][C:26]2[C:31]3=[C:30]([C:20]([C:18]4[C:17](=[O:16])[NH:14][C:12](=[O:13])[C:11]=4[C:4]4[C:3]5[C:7](=[CH:8][CH:9]=[CH:10][C:2]=5[F:1])[NH:6][CH:5]=4)=[CH:21][N:22]13)[CH:29]=[CH:28][CH:27]=2, predict the reactants needed to synthesize it. The reactants are: [F:1][C:2]1[CH:10]=[CH:9][CH:8]=[C:7]2[C:3]=1[C:4]([CH2:11][C:12]([NH2:14])=[O:13])=[CH:5][NH:6]2.C[O:16][C:17](=O)[C:18]([C:20]1[C:30]2=[C:31]3[C:26](=[CH:27][CH:28]=[CH:29]2)[CH2:25][CH2:24][CH:23]([CH3:32])[N:22]3[CH:21]=1)=O.